Dataset: Peptide-MHC class I binding affinity with 185,985 pairs from IEDB/IMGT. Task: Regression. Given a peptide amino acid sequence and an MHC pseudo amino acid sequence, predict their binding affinity value. This is MHC class I binding data. (1) The peptide sequence is ELPIVTPAL. The MHC is HLA-B40:01 with pseudo-sequence HLA-B40:01. The binding affinity (normalized) is 0.469. (2) The peptide sequence is ITYLMNRFK. The binding affinity (normalized) is 0.444. The MHC is BoLA-T2a with pseudo-sequence BoLA-T2a. (3) The peptide sequence is LILLECFVRS. The MHC is H-2-Db with pseudo-sequence H-2-Db. The binding affinity (normalized) is 0. (4) The peptide sequence is CVRMYNPTNIL. The MHC is Mamu-B08 with pseudo-sequence Mamu-B08. The binding affinity (normalized) is 0.340.